Predict the reactants needed to synthesize the given product. From a dataset of Full USPTO retrosynthesis dataset with 1.9M reactions from patents (1976-2016). The reactants are: C[Al](C)C.[CH:5]1([CH2:8][NH2:9])[CH2:7][CH2:6]1.C[O:11][C:12](=O)[C:13]1[CH:18]=[CH:17][C:16]([O:19][CH2:20][C:21]2[C:22]([C:27]3[CH:32]=[CH:31][CH:30]=[C:29]([F:33])[CH:28]=3)=[N:23][O:24][C:25]=2[CH3:26])=[N:15][CH:14]=1.O. Given the product [CH:5]1([CH2:8][NH:9][C:12](=[O:11])[C:13]2[CH:18]=[CH:17][C:16]([O:19][CH2:20][C:21]3[C:22]([C:27]4[CH:32]=[CH:31][CH:30]=[C:29]([F:33])[CH:28]=4)=[N:23][O:24][C:25]=3[CH3:26])=[N:15][CH:14]=2)[CH2:7][CH2:6]1, predict the reactants needed to synthesize it.